Dataset: Catalyst prediction with 721,799 reactions and 888 catalyst types from USPTO. Task: Predict which catalyst facilitates the given reaction. (1) Reactant: [F:1][C:2]1[CH:7]=[CH:6][C:5]([OH:8])=[CH:4][CH:3]=1.[C:9]([O:14][CH2:15][CH3:16])(=[O:13])[C@H:10]([CH3:12])O.C1(P(C2C=CC=CC=2)C2C=CC=CC=2)C=CC=CC=1.CC(OC(/N=N/C(OC(C)C)=O)=O)C. Product: [CH2:15]([O:14][C:9](=[O:13])[C@H:10]([O:8][C:5]1[CH:6]=[CH:7][C:2]([F:1])=[CH:3][CH:4]=1)[CH3:12])[CH3:16]. The catalyst class is: 7. (2) Reactant: C[O:2][CH:3]=[CH:4][CH:5]1[CH2:10][CH2:9][CH2:8][O:7][CH2:6]1.Cl. Product: [O:7]1[CH2:8][CH2:9][CH2:10][CH:5]([CH2:4][CH:3]=[O:2])[CH2:6]1. The catalyst class is: 20. (3) Reactant: [CH2:1]([O:3][C:4](=[O:25])[CH2:5][CH:6]1[CH2:11][CH2:10][N:9]([C:12]2[C:17]([N+:18]([O-])=O)=[CH:16][C:15]([S:21]([CH3:24])(=[O:23])=[O:22])=[CH:14][N:13]=2)[CH2:8][CH2:7]1)[CH3:2].C(O)C. Product: [CH2:1]([O:3][C:4](=[O:25])[CH2:5][CH:6]1[CH2:11][CH2:10][N:9]([C:12]2[C:17]([NH2:18])=[CH:16][C:15]([S:21]([CH3:24])(=[O:23])=[O:22])=[CH:14][N:13]=2)[CH2:8][CH2:7]1)[CH3:2]. The catalyst class is: 153. (4) Reactant: [CH:1]([O:4][C:5]1[C:10]([N+:11]([O-])=O)=[CH:9][CH:8]=[CH:7][C:6]=1[N:14]1[CH2:19][CH2:18][N:17]([CH3:20])[CH2:16][CH2:15]1)([CH3:3])[CH3:2]. Product: [CH:1]([O:4][C:5]1[C:6]([N:14]2[CH2:19][CH2:18][N:17]([CH3:20])[CH2:16][CH2:15]2)=[CH:7][CH:8]=[CH:9][C:10]=1[NH2:11])([CH3:3])[CH3:2]. The catalyst class is: 29.